This data is from Reaction yield outcomes from USPTO patents with 853,638 reactions. The task is: Predict the reaction yield, written as a fraction of the theoretical maximum amount of product (1.0 means a 100% yield; for example, 0.34 means a 34% yield). (1) The reactants are Br[C:2]1[CH:3]=[CH:4][CH:5]=[C:6]2[C:11]=1[N:10]=[CH:9][CH:8]=[CH:7]2.[CH3:12][O:13][C:14]1[CH:15]=[C:16](B(O)O)[CH:17]=[CH:18][CH:19]=1.C([O-])([O-])=O.[K+].[K+]. The catalyst is O1CCOCC1.O.C1C=CC(P(C2C=CC=CC=2)[C-]2C=CC=C2)=CC=1.C1C=CC(P(C2C=CC=CC=2)[C-]2C=CC=C2)=CC=1.Cl[Pd]Cl.[Fe+2]. The product is [CH3:12][O:13][C:14]1[CH:19]=[C:18]([C:2]2[CH:3]=[CH:4][CH:5]=[C:6]3[C:11]=2[N:10]=[CH:9][CH:8]=[CH:7]3)[CH:17]=[CH:16][CH:15]=1. The yield is 0.900. (2) The reactants are CCCCCC.Br[C:8]1[CH:13]=[CH:12][CH:11]=[C:10]([Br:14])[N:9]=1.C(=O)=O.[CH3:18][C:19](=[O:21])[CH3:20].[Cl-].[NH4+]. The catalyst is C1COCC1. The product is [Br:14][C:10]1[N:9]=[C:8]([C:19]([OH:21])([CH3:20])[CH3:18])[CH:13]=[CH:12][CH:11]=1. The yield is 0.943. (3) The reactants are [C:1]([C:4]1[CH:9]=[CH:8][CH:7]=[CH:6][CH:5]=1)(=O)[CH3:2].[F:10][C:11]1[CH:20]=[CH:19][C:18]([F:21])=[CH:17][C:12]=1[C:13](=[S:16])[NH:14][NH2:15]. The catalyst is CCO.C(Cl)Cl. The product is [F:10][C:11]1[CH:20]=[CH:19][C:18]([F:21])=[CH:17][C:12]=1[C:13]1[S:16][C:1]([CH3:2])([C:4]2[CH:9]=[CH:8][CH:7]=[CH:6][CH:5]=2)[NH:15][N:14]=1. The yield is 0.700. (4) The reactants are [OH:1][C:2]1[CH:7]=[CH:6][C:5]([C:8]2[CH:9]=[C:10]3[C:15](=[CH:16][CH:17]=2)[N:14]=[C:13]([C:18]([O:20][CH3:21])=[O:19])[CH:12]=[CH:11]3)=[CH:4][CH:3]=1.Cl[CH2:23][C:24]1[C:25]([C:32]2[C:37]([Cl:38])=[CH:36][CH:35]=[CH:34][C:33]=2[Cl:39])=[N:26][O:27][C:28]=1[CH:29]([CH3:31])[CH3:30].C(=O)([O-])[O-].[Cs+].[Cs+].O. The catalyst is CN(C=O)C. The product is [Cl:38][C:37]1[CH:36]=[CH:35][CH:34]=[C:33]([Cl:39])[C:32]=1[C:25]1[C:24]([CH2:23][O:1][C:2]2[CH:7]=[CH:6][C:5]([C:8]3[CH:9]=[C:10]4[C:15](=[CH:16][CH:17]=3)[N:14]=[C:13]([C:18]([O:20][CH3:21])=[O:19])[CH:12]=[CH:11]4)=[CH:4][CH:3]=2)=[C:28]([CH:29]([CH3:31])[CH3:30])[O:27][N:26]=1. The yield is 0.560. (5) The reactants are [CH2:1]([N:8]1[CH2:12][CH2:11][C@H:10]([OH:13])[CH2:9]1)[C:2]1[CH:7]=[CH:6][CH:5]=[CH:4][CH:3]=1.N12CCN(CC1)CC2.[C:22]1([CH3:32])[CH:27]=[CH:26][C:25]([S:28](Cl)(=[O:30])=[O:29])=[CH:24][CH:23]=1. The catalyst is CC(OC)(C)C. The product is [CH2:1]([N:8]1[CH2:12][CH2:11][C@H:10]([O:13][S:28]([C:25]2[CH:26]=[CH:27][C:22]([CH3:32])=[CH:23][CH:24]=2)(=[O:30])=[O:29])[CH2:9]1)[C:2]1[CH:3]=[CH:4][CH:5]=[CH:6][CH:7]=1. The yield is 0.940. (6) The reactants are [ClH:1].[CH3:2][C:3]1[S:7][C:6]([CH:8]2[O:25][C:12]3([CH2:17][CH2:16][N:15](C(OC(C)(C)C)=O)[CH2:14][CH2:13]3)[CH2:11][N:10]([CH2:26][C:27]([F:30])([F:29])[F:28])[CH2:9]2)=[N:5][CH:4]=1. The catalyst is ClCCl. The product is [ClH:1].[CH3:2][C:3]1[S:7][C:6]([CH:8]2[O:25][C:12]3([CH2:13][CH2:14][NH:15][CH2:16][CH2:17]3)[CH2:11][N:10]([CH2:26][C:27]([F:30])([F:28])[F:29])[CH2:9]2)=[N:5][CH:4]=1. The yield is 0.990. (7) The reactants are [F:1][C:2]1[CH:3]=[C:4]([CH:22]=[CH:23][C:24]=1[C:25]([F:28])([F:27])[F:26])[CH2:5][C@@H:6]1[CH2:11][C@H:10]([C:12]2[O:16][NH:15][C:14](=[O:17])[CH:13]=2)[CH2:9][CH2:8][N:7]1C(OC)=O.Br. No catalyst specified. The product is [F:1][C:2]1[CH:3]=[C:4]([CH:22]=[CH:23][C:24]=1[C:25]([F:27])([F:26])[F:28])[CH2:5][C@@H:6]1[CH2:11][C@H:10]([C:12]2[O:16][NH:15][C:14](=[O:17])[CH:13]=2)[CH2:9][CH2:8][NH:7]1. The yield is 0.650.